The task is: Predict the product of the given reaction.. This data is from Forward reaction prediction with 1.9M reactions from USPTO patents (1976-2016). (1) Given the reactants Cl[C:2]1[CH:7]=[CH:6][N:5]([C:8]2[CH:13]=[CH:12][C:11]([O:14][CH2:15][C:16]([OH:19])([CH3:18])[CH3:17])=[C:10]([O:20][CH3:21])[CH:9]=2)[C:4](=[O:22])[CH:3]=1.C([Sn](CCCC)(CCCC)[C:28]#[C:29][C:30]1[CH:35]=[CH:34][C:33]([Cl:36])=[CH:32][CH:31]=1)CCC, predict the reaction product. The product is: [Cl:36][C:33]1[CH:34]=[CH:35][C:30]([C:29]#[C:28][C:2]2[CH:7]=[CH:6][N:5]([C:8]3[CH:13]=[CH:12][C:11]([O:14][CH2:15][C:16]([OH:19])([CH3:18])[CH3:17])=[C:10]([O:20][CH3:21])[CH:9]=3)[C:4](=[O:22])[CH:3]=2)=[CH:31][CH:32]=1. (2) Given the reactants [CH2:1]([O:4][C:5]1[CH:10]=[CH:9][C:8]([C:11]#[C:12][C:13]2[CH:18]=[CH:17][C:16]([CH:19]([CH3:22])[CH2:20][NH2:21])=[CH:15][CH:14]=2)=[CH:7][CH:6]=1)[CH2:2][CH3:3].[C:23](Cl)(=[O:25])[CH3:24], predict the reaction product. The product is: [CH2:1]([O:4][C:5]1[CH:10]=[CH:9][C:8]([C:11]#[C:12][C:13]2[CH:14]=[CH:15][C:16]([CH:19]([CH3:22])[CH2:20][NH:21][C:23](=[O:25])[CH3:24])=[CH:17][CH:18]=2)=[CH:7][CH:6]=1)[CH2:2][CH3:3]. (3) The product is: [C:9]([O:8][C:6](=[O:7])[NH:5][CH2:4][CH2:3][Br:2])([CH3:12])([CH3:11])[CH3:10]. Given the reactants Br.[Br:2][CH2:3][CH2:4][NH2:5].[C:6](O[C:6]([O:8][C:9]([CH3:12])([CH3:11])[CH3:10])=[O:7])([O:8][C:9]([CH3:12])([CH3:11])[CH3:10])=[O:7].[OH-].[Na+], predict the reaction product. (4) Given the reactants Br[C:2]1[CH:7]=[CH:6][C:5]([O:8][CH3:9])=[C:4]([CH3:10])[CH:3]=1.[Mg].II.[Br:14][C:15]1[CH:16]=[C:17]([C:22]([C:30]2[CH:35]=[CH:34][CH:33]=[CH:32][C:31]=2[C:36]#[N:37])=[N:23]S(C(C)(C)C)=O)[CH:18]=[CH:19][C:20]=1[F:21], predict the reaction product. The product is: [Br:14][C:15]1[CH:16]=[C:17]([C:22]2([C:2]3[CH:7]=[CH:6][C:5]([O:8][CH3:9])=[C:4]([CH3:10])[CH:3]=3)[C:30]3[C:31](=[CH:32][CH:33]=[CH:34][CH:35]=3)[C:36]([NH2:37])=[N:23]2)[CH:18]=[CH:19][C:20]=1[F:21]. (5) Given the reactants [OH:1][CH2:2][CH2:3][CH2:4][O:5][C:6]1[CH:11]=[CH:10][C:9]([CH2:12][C@H:13]([O:17][CH3:18])[C:14]([OH:16])=[O:15])=[CH:8][CH:7]=1.[F:19][C:20]1[CH:25]=[CH:24][C:23](O)=[CH:22][CH:21]=1, predict the reaction product. The product is: [F:19][C:20]1[CH:25]=[CH:24][C:23]([O:1][CH2:2][CH2:3][CH2:4][O:5][C:6]2[CH:11]=[CH:10][C:9]([CH2:12][C@H:13]([O:17][CH3:18])[C:14]([OH:16])=[O:15])=[CH:8][CH:7]=2)=[CH:22][CH:21]=1. (6) Given the reactants [CH2:1]([C:3]1[CH:8]=[CH:7][C:6]([NH:9][C:10]2[C:19]([F:20])=[C:18]([F:21])[CH:17]=[CH:16][C:11]=2[C:12]([NH:14][NH2:15])=[O:13])=[C:5]([F:22])[CH:4]=1)[CH3:2].Cl.[C:24](=[NH:29])(OCC)[CH3:25].C(N(CC)CC)C.O, predict the reaction product. The product is: [NH:29]=[C:24]([NH:15][NH:14][C:12](=[O:13])[C:11]1[CH:16]=[CH:17][C:18]([F:21])=[C:19]([F:20])[C:10]=1[NH:9][C:6]1[CH:7]=[CH:8][C:3]([CH2:1][CH3:2])=[CH:4][C:5]=1[F:22])[CH3:25].